Dataset: Catalyst prediction with 721,799 reactions and 888 catalyst types from USPTO. Task: Predict which catalyst facilitates the given reaction. (1) Reactant: [F:1][C:2]1[CH:3]=[C:4]([CH:28]=[C:29]([F:31])[CH:30]=1)[CH2:5][C@H:6]([NH:24][C:25](=[O:27])[CH3:26])[C@H:7]([OH:23])[CH2:8][NH:9][CH:10]1[C:19]2[C:14](=[CH:15][CH:16]=[C:17]([CH2:20][CH3:21])[CH:18]=2)[N:13]([CH3:22])[CH2:12][CH2:11]1.[OH-].[NH4+]. Product: [F:31][C:29]1[CH:28]=[C:4]([CH:3]=[C:2]([F:1])[CH:30]=1)[CH2:5][C@H:6]([NH:24][C:25](=[O:27])[CH3:26])[C@H:7]([OH:23])[CH2:8][NH:9][C@@H:10]1[C:19]2[C:14](=[CH:15][CH:16]=[C:17]([CH2:20][CH3:21])[CH:18]=2)[N:13]([CH3:22])[CH2:12][CH2:11]1. The catalyst class is: 138. (2) Product: [OH:33][C@H:32]([C:31]1[C:23]([CH3:22])=[C:24]2[C:28](=[CH:29][CH:30]=1)[C:27](=[O:35])[O:26][CH2:25]2)[CH2:34][N:18]1[CH2:19][CH2:20][N:13]2[C@H:14]([CH2:15][O:16][C@H:11]([C:10]3[C:2]([CH3:1])=[C:3]4[C:7](=[CH:8][CH:9]=3)[C:6](=[O:21])[O:5][CH2:4]4)[CH2:12]2)[CH2:17]1. The catalyst class is: 8. Reactant: [CH3:1][C:2]1[C:10]([C@H:11]2[O:16][CH2:15][C@@H:14]3[CH2:17][NH:18][CH2:19][CH2:20][N:13]3[CH2:12]2)=[CH:9][CH:8]=[C:7]2[C:3]=1[CH2:4][O:5][C:6]2=[O:21].[CH3:22][C:23]1[C:31]([C@@H:32]2[CH2:34][O:33]2)=[CH:30][CH:29]=[C:28]2[C:24]=1[CH2:25][O:26][C:27]2=[O:35].